This data is from Reaction yield outcomes from USPTO patents with 853,638 reactions. The task is: Predict the reaction yield, written as a fraction of the theoretical maximum amount of product (1.0 means a 100% yield; for example, 0.34 means a 34% yield). (1) The yield is 0.910. The reactants are [C:1]([C:5]1[CH:6]=[CH:7][C:8]([O:14][CH3:15])=[C:9]([CH:13]=1)[C:10]([OH:12])=[O:11])([CH3:4])([CH3:3])[CH3:2].[N+:16]([O-])([OH:18])=[O:17]. The catalyst is C(O)(=O)C.C(OC(=O)C)(=O)C.S(=O)(=O)(O)O. The product is [C:1]([C:5]1[CH:6]=[C:7]([N+:16]([O-:18])=[O:17])[C:8]([O:14][CH3:15])=[C:9]([CH:13]=1)[C:10]([OH:12])=[O:11])([CH3:4])([CH3:2])[CH3:3]. (2) The reactants are [F:1][C:2]1[CH:11]=[C:10]2[C:5]([CH2:6][CH2:7][C:8](=O)[NH:9]2)=[CH:4][CH:3]=1.C1COCC1. The catalyst is CO. The product is [F:1][C:2]1[CH:11]=[C:10]2[C:5]([CH2:6][CH2:7][CH2:8][NH:9]2)=[CH:4][CH:3]=1. The yield is 0.630. (3) The reactants are Br[C:2]1[CH:3]=[C:4]([OH:8])[CH:5]=[N:6][CH:7]=1.[C:9]([Cu])#[N:10]. The catalyst is CN(C=O)C. The product is [OH:8][C:4]1[CH:5]=[N:6][CH:7]=[C:2]([CH:3]=1)[C:9]#[N:10]. The yield is 0.390. (4) The reactants are [C:1]([N:8]1[CH:12]=[CH:11][N:10]=[CH:9]1)(N1C=CN=C1)=[O:2].[NH2:13][C:14]1[C:15]([C:19]2[N:20]([CH2:31][CH3:32])[C:21]3[C:26](C(O)=O)=[CH:25][N:24]=[CH:23][C:22]=3[N:30]=2)=[N:16][O:17][N:18]=1.CCOCC. The catalyst is CN(C=O)C. The product is [NH2:13][C:14]1[C:15]([C:19]2[N:20]([CH2:31][CH3:32])[C:21]3[C:26]([C:1]([N:8]4[CH:12]=[CH:11][N:10]=[CH:9]4)=[O:2])=[CH:25][N:24]=[CH:23][C:22]=3[N:30]=2)=[N:16][O:17][N:18]=1. The yield is 0.850. (5) The reactants are [C:1]([C:3]1[CH:8]=[CH:7][C:6]([C@@H:9]2[C:14]([C:15]#[N:16])=[C:13]([CH3:17])[N:12]([C:18]3[CH:23]=[CH:22][CH:21]=[C:20]([C:24]([F:27])([F:26])[F:25])[CH:19]=3)[C:11](=[O:28])[NH:10]2)=[C:5]([S:29]([CH3:31])=[O:30])[CH:4]=1)#[N:2].C(C1C=CC([C@@H]2C(C#N)=C(C)N(C3C=CC=C(C(F)(F)F)C=3)C(=O)N2)=C([S@](C)=O)C=1)#N.[H-].[Na+].[CH3:65][S:66](Cl)(=[O:68])=[O:67].[Cl-].[NH4+]. The catalyst is C1COCC1. The product is [C:1]([C:3]1[CH:8]=[CH:7][C:6]([C@@H:9]2[C:14]([C:15]#[N:16])=[C:13]([CH3:17])[N:12]([C:18]3[CH:23]=[CH:22][CH:21]=[C:20]([C:24]([F:27])([F:26])[F:25])[CH:19]=3)[C:11](=[O:28])[N:10]2[S:66]([CH3:65])(=[O:68])=[O:67])=[C:5]([S@:29]([CH3:31])=[O:30])[CH:4]=1)#[N:2]. The yield is 0.470.